This data is from Forward reaction prediction with 1.9M reactions from USPTO patents (1976-2016). The task is: Predict the product of the given reaction. (1) Given the reactants [CH3:1][C:2]([C:8]1[CH:9]=[C:10]2[C:15](=[C:16]([C:18]3[CH:19]=[C:20]([CH2:24][C:25]([C:27]4[CH:32]=[CH:31][C:30]([S:33]([CH3:36])(=[O:35])=[O:34])=[CH:29][CH:28]=4)=O)[CH:21]=[CH:22][CH:23]=3)[CH:17]=1)[N:14]=[CH:13][CH:12]=[CH:11]2)([S:4]([CH3:7])(=[O:6])=[O:5])[CH3:3].[NH3:37].[C:38]([O:42]C)(=O)[C:39]#[CH:40], predict the reaction product. The product is: [CH3:1][C:2]([C:8]1[CH:9]=[C:10]2[C:15](=[C:16]([C:18]3[CH:19]=[C:20]([C:24]4[CH:40]=[CH:39][C:38](=[O:42])[NH:37][C:25]=4[C:27]4[CH:32]=[CH:31][C:30]([S:33]([CH3:36])(=[O:35])=[O:34])=[CH:29][CH:28]=4)[CH:21]=[CH:22][CH:23]=3)[CH:17]=1)[N:14]=[CH:13][CH:12]=[CH:11]2)([S:4]([CH3:7])(=[O:6])=[O:5])[CH3:3]. (2) Given the reactants [C:1]([O:5][C:6]([NH:8][C@H:9]([CH2:21][C:22]1[CH:27]=[C:26]([F:28])[C:25]([F:29])=[CH:24][C:23]=1[F:30])[CH2:10][C:11]([N:13]1[CH2:17][CH2:16][S:15][CH:14]1[C:18]([OH:20])=O)=[O:12])=[O:7])([CH3:4])([CH3:3])[CH3:2].CCN=C=NCCCN(C)C.[NH2:42][CH2:43][C:44]1[CH:59]=[CH:58][C:47]([O:48][CH:49]([CH:55]([CH3:57])[CH3:56])[C:50]([O:52][CH2:53][CH3:54])=[O:51])=[CH:46][CH:45]=1.Cl.C(N(CC)CC)C, predict the reaction product. The product is: [C:1]([O:5][C:6]([NH:8][C@H:9]([CH2:21][C:22]1[CH:27]=[C:26]([F:28])[C:25]([F:29])=[CH:24][C:23]=1[F:30])[CH2:10][C:11]([N:13]1[CH2:17][CH2:16][S:15][CH:14]1[C:18]([NH:42][CH2:43][C:44]1[CH:59]=[CH:58][C:47]([O:48][CH:49]([CH:55]([CH3:56])[CH3:57])[C:50]([O:52][CH2:53][CH3:54])=[O:51])=[CH:46][CH:45]=1)=[O:20])=[O:12])=[O:7])([CH3:3])([CH3:4])[CH3:2].